From a dataset of Reaction yield outcomes from USPTO patents with 853,638 reactions. Predict the reaction yield, written as a fraction of the theoretical maximum amount of product (1.0 means a 100% yield; for example, 0.34 means a 34% yield). (1) The catalyst is CN(C=O)C.CCOC(C)=O. The product is [CH2:1]([O:3][C:4](=[O:17])[CH2:5][C:6]1[CH:11]=[CH:10][C:9]([O:12][CH:25]([CH3:27])[CH3:26])=[C:8]([O:13][CH3:14])[CH:7]=1)[CH3:2]. The yield is 0.890. The reactants are [CH2:1]([O:3][C:4](=[O:17])[CH:5](CC)[C:6]1[CH:11]=[CH:10][C:9]([OH:12])=[C:8]([O:13][CH3:14])[CH:7]=1)[CH3:2].C([O-])([O-])=O.[K+].[K+].I[CH:25]([CH3:27])[CH3:26]. (2) The reactants are [F:1][C:2]1[CH:7]=[CH:6][C:5]([F:8])=[CH:4][C:3]=1[C@H:9]1[CH2:13][CH2:12][CH2:11][N:10]1[C:14]1[CH:15]=[CH:16][C:17]2[N:18]([C:20]([NH2:23])=[CH:21][N:22]=2)[N:19]=1.[F:24][C:25]([F:36])([F:35])[C:26](O[C:26](=[O:27])[C:25]([F:36])([F:35])[F:24])=[O:27].N1C=CC=CC=1. The catalyst is C(Cl)Cl. The product is [F:1][C:2]1[CH:7]=[CH:6][C:5]([F:8])=[CH:4][C:3]=1[C@H:9]1[CH2:13][CH2:12][CH2:11][N:10]1[C:14]1[CH:15]=[CH:16][C:17]2[N:18]([C:20]([NH:23][C:26](=[O:27])[C:25]([F:36])([F:35])[F:24])=[CH:21][N:22]=2)[N:19]=1. The yield is 0.690.